The task is: Predict the reactants needed to synthesize the given product.. This data is from Full USPTO retrosynthesis dataset with 1.9M reactions from patents (1976-2016). The reactants are: C[O:2][C:3]([C:5]1[CH:6]=[C:7]([NH:11][C:12]2[N:17]=[C:16]([NH:18][C:19]3[CH:24]=[CH:23][CH:22]=[C:21]([C:25]([O:27]C)=[O:26])[CH:20]=3)[C:15]([F:29])=[CH:14][N:13]=2)[CH:8]=[CH:9][CH:10]=1)=[O:4].[OH-].[Na+]. Given the product [C:3]([C:5]1[CH:6]=[C:7]([NH:11][C:12]2[N:17]=[C:16]([NH:18][C:19]3[CH:24]=[CH:23][CH:22]=[C:21]([C:25]([OH:27])=[O:26])[CH:20]=3)[C:15]([F:29])=[CH:14][N:13]=2)[CH:8]=[CH:9][CH:10]=1)([OH:4])=[O:2], predict the reactants needed to synthesize it.